Dataset: Forward reaction prediction with 1.9M reactions from USPTO patents (1976-2016). Task: Predict the product of the given reaction. (1) Given the reactants [CH3:1][N:2]([CH3:39])[C:3]1[N:8]=[C:7]([CH2:9][C:10]2[CH:15]=[CH:14][C:13]([F:16])=[CH:12][CH:11]=2)[C:6]([N:17]([C:25]2[CH:30]=[CH:29][C:28]([O:31][C:32]3[CH:37]=[CH:36][C:35]([F:38])=[CH:34][N:33]=3)=[CH:27][CH:26]=2)C(OC(C)(C)C)=O)=[CH:5][N:4]=1.C(=O)([O-])O.[Na+], predict the reaction product. The product is: [CH3:39][N:2]([CH3:1])[C:3]1[N:8]=[C:7]([CH2:9][C:10]2[CH:11]=[CH:12][C:13]([F:16])=[CH:14][CH:15]=2)[C:6]([NH:17][C:25]2[CH:30]=[CH:29][C:28]([O:31][C:32]3[CH:37]=[CH:36][C:35]([F:38])=[CH:34][N:33]=3)=[CH:27][CH:26]=2)=[CH:5][N:4]=1. (2) Given the reactants [C:1]([C:9]1[CH:23]=[C:22]([O:24][C:25]([F:28])([F:27])[F:26])[CH:21]=[CH:20][C:10]=1[O:11][CH:12]([CH3:19])[CH2:13][CH2:14][O:15]C(=O)C)(=[O:8])[C:2]1[CH:7]=[CH:6][CH:5]=[CH:4][CH:3]=1.C(=O)([O-])[O-].[K+].[K+], predict the reaction product. The product is: [OH:15][CH2:14][CH2:13][CH:12]([CH3:19])[O:11][C:10]1[CH:20]=[CH:21][C:22]([O:24][C:25]([F:27])([F:28])[F:26])=[CH:23][C:9]=1[C:1]([C:2]1[CH:3]=[CH:4][CH:5]=[CH:6][CH:7]=1)=[O:8].